Task: Predict the reactants needed to synthesize the given product.. Dataset: Full USPTO retrosynthesis dataset with 1.9M reactions from patents (1976-2016) (1) Given the product [Cl:15][C:16]1[C:17]2[CH:24]=[C:23]([C:26]([O:28][CH3:29])=[O:27])[S:22][C:18]=2[N:19]=[CH:20][N:21]=1, predict the reactants needed to synthesize it. The reactants are: CCN(C(C)C)C(C)C.[Li]CCCC.[Cl:15][C:16]1[C:17]2[CH:24]=[CH:23][S:22][C:18]=2[N:19]=[CH:20][N:21]=1.Cl[C:26]([O:28][CH3:29])=[O:27].[Cl-].[NH4+]. (2) Given the product [Br:1][CH:2]1[CH:3]=[CH:4][C:5]([CH3:9])=[CH:6][C:7]1([O:11][CH2:16][CH2:15][Cl:14])[CH3:8], predict the reactants needed to synthesize it. The reactants are: [Br:1][C:2]1[C:7]([CH3:8])=[CH:6][C:5]([CH3:9])=[CH:4][C:3]=1O.[OH-:11].[Na+].O.[Cl:14][CH2:15][CH2:16]Cl. (3) Given the product [P:34]([O:1][C:2]1[CH:7]=[CH:6][CH:5]=[C:4]([C:8]2[NH:9][C:10]3[C:15]([C:16](=[O:18])[CH:17]=2)=[CH:14][C:13]([N:19]2[CH2:23][CH2:22][CH2:21][CH2:20]2)=[CH:12][CH:11]=3)[CH:3]=1)([O:33][CH2:26][C:27]1[CH:32]=[CH:31][CH:30]=[CH:29][CH:28]=1)([O:35][CH2:36][C:37]1[CH:42]=[CH:41][CH:40]=[CH:39][CH:38]=1)=[O:43], predict the reactants needed to synthesize it. The reactants are: [OH:1][C:2]1[CH:3]=[C:4]([C:8]2[CH2:17][C:16](=[O:18])[C:15]3[C:10](=[CH:11][CH:12]=[C:13]([N:19]4[CH2:23][CH2:22][CH2:21][CH2:20]4)[CH:14]=3)[N:9]=2)[CH:5]=[CH:6][CH:7]=1.[H-].[Na+].[CH2:26]([O:33][P:34](O[P:34]([O:33][CH2:26][C:27]1[CH:28]=[CH:29][CH:30]=[CH:31][CH:32]=1)([O:35][CH2:36][C:37]1[CH:38]=[CH:39][CH:40]=[CH:41][CH:42]=1)=[O:43])(=[O:43])[O:35][CH2:36][C:37]1[CH:42]=[CH:41][CH:40]=[CH:39][CH:38]=1)[C:27]1[CH:32]=[CH:31][CH:30]=[CH:29][CH:28]=1. (4) The reactants are: C(O)C.O.C(O)(=O)C.[Cl:9][C:10]1[CH:30]=[CH:29][C:13]2=[N:14][O:15][C:16]([C:17]3[CH:22]=[C:21]([O:23][CH3:24])[C:20]([O:25][CH3:26])=[C:19]([O:27][CH3:28])[CH:18]=3)=[C:12]2[CH:11]=1. Given the product [NH2:14][C:13]1[CH:29]=[CH:30][C:10]([Cl:9])=[CH:11][C:12]=1[C:16]([C:17]1[CH:22]=[C:21]([O:23][CH3:24])[C:20]([O:25][CH3:26])=[C:19]([O:27][CH3:28])[CH:18]=1)=[O:15], predict the reactants needed to synthesize it. (5) Given the product [CH3:1][C:2]1([CH3:16])[O:3][C:4](=[O:15])[NH:5][C:6]2[CH:11]=[CH:10][C:9]([C:1]3[CH:2]=[C:7]([CH:8]=[C:29]([O:28][CH3:25])[CH:30]=3)[C:6]#[N:5])=[CH:8][C:7]1=2, predict the reactants needed to synthesize it. The reactants are: [CH3:1][C:2]1([CH3:16])[C:7]2[CH:8]=[C:9](B(O)O)[CH:10]=[CH:11][C:6]=2[NH:5][C:4](=[O:15])[O:3]1.C(=O)([O-])[O-].[Na+].[Na+].[Br-].[Li+].[C:25]([O:28][CH2:29][CH3:30])(=O)C. (6) Given the product [O:37]1[C:2]([CH2:1][O:4][CH2:5][CH2:6][N:7]2[C:19]3[C:18]4[CH:17]=[CH:16][CH:15]=[CH:14][C:13]=4[N:12]=[CH:11][C:10]=3[N:9]=[CH:8]2)=[CH:3][C:31]2[CH:36]=[CH:35][CH:34]=[CH:33][C:32]1=2, predict the reactants needed to synthesize it. The reactants are: [C:1]([O:4][CH2:5][CH2:6][N:7]1[C:19]2[C:18]3[CH:17]=[CH:16][CH:15]=[CH:14][C:13]=3[N:12]=[CH:11][C:10]=2[N:9]=[CH:8]1)#[C:2][CH3:3].C(N(CC)CC)C.C(#N)C.I[C:31]1[CH:36]=[CH:35][CH:34]=[CH:33][C:32]=1[OH:37]. (7) Given the product [CH:27]1([C:2]2[C:3]([F:25])=[C:4]([CH2:8][C:9]3[N:10]=[C:11]4[S:18][C:17]([CH3:19])=[C:16]([C:20]([NH:22][CH2:23][CH3:24])=[O:21])[N:12]4[C:13](=[O:15])[CH:14]=3)[CH:5]=[CH:6][CH:7]=2)[CH2:29][CH2:28]1, predict the reactants needed to synthesize it. The reactants are: Cl[C:2]1[C:3]([F:25])=[C:4]([CH2:8][C:9]2[N:10]=[C:11]3[S:18][C:17]([CH3:19])=[C:16]([C:20]([NH:22][CH2:23][CH3:24])=[O:21])[N:12]3[C:13](=[O:15])[CH:14]=2)[CH:5]=[CH:6][CH:7]=1.O.[CH:27]1(B(O)O)[CH2:29][CH2:28]1.C1(P(C2CCCCC2)C2CCCCC2)CCCCC1. (8) Given the product [Cl:7][C:8]1[C:9]([N+:14]([O-:16])=[O:15])=[CH:10][NH:11][C:12](=[O:4])[CH:13]=1, predict the reactants needed to synthesize it. The reactants are: CC(C)([O-:4])C.[K+].[Cl:7][C:8]1[CH:13]=[CH:12][N:11]=[CH:10][C:9]=1[N+:14]([O-:16])=[O:15].CC(OO)(C)C.